Dataset: Forward reaction prediction with 1.9M reactions from USPTO patents (1976-2016). Task: Predict the product of the given reaction. (1) Given the reactants [I-].[Na+].N12CCCN=C1CCCCC2.CS(O[CH2:19][CH:20]1[CH2:23][CH:22]([O:24][CH2:25][C:26]2[CH:31]=[CH:30][CH:29]=[CH:28][CH:27]=2)[CH2:21]1)(=O)=O.C(OCC)C, predict the reaction product. The product is: [CH2:19]=[C:20]1[CH2:23][CH:22]([O:24][CH2:25][C:26]2[CH:31]=[CH:30][CH:29]=[CH:28][CH:27]=2)[CH2:21]1. (2) Given the reactants [C:1]1([CH3:16])[CH:6]=[CH:5][C:4]([C:7]2[CH:15]=[CH:14][CH:13]=[CH:12][C:8]=2[C:9]([NH2:11])=O)=[CH:3][CH:2]=1.S(Cl)(Cl)=O, predict the reaction product. The product is: [C:1]1([CH3:16])[CH:6]=[CH:5][C:4]([C:7]2[CH:15]=[CH:14][CH:13]=[CH:12][C:8]=2[C:9]#[N:11])=[CH:3][CH:2]=1. (3) Given the reactants C(OC(=O)[NH:10][S:11]([N:14]1[CH2:18][CH2:17][CH:16]([OH:19])[CH2:15]1)(=[O:13])=[O:12])C1C=CC=CC=1, predict the reaction product. The product is: [OH:19][CH:16]1[CH2:17][CH2:18][N:14]([S:11]([NH2:10])(=[O:13])=[O:12])[CH2:15]1. (4) Given the reactants [F:1][C:2]1[CH:7]=[CH:6][C:5]([N:8]2[C:16]3[C:11](=[CH:12][C:13]([O:18][C@H:19]([C:23]4[CH:28]=[CH:27][CH:26]=[C:25]([O:29][CH3:30])[CH:24]=4)[C@@H:20]([NH2:22])[CH3:21])=[C:14]([CH3:17])[CH:15]=3)[CH:10]=[N:9]2)=[CH:4][CH:3]=1.[C:31](Cl)(=[O:36])[C:32]([CH3:35])([CH3:34])[CH3:33], predict the reaction product. The product is: [F:1][C:2]1[CH:7]=[CH:6][C:5]([N:8]2[C:16]3[C:11](=[CH:12][C:13]([O:18][C@H:19]([C:23]4[CH:28]=[CH:27][CH:26]=[C:25]([O:29][CH3:30])[CH:24]=4)[C@@H:20]([NH:22][C:31](=[O:36])[C:32]([CH3:35])([CH3:34])[CH3:33])[CH3:21])=[C:14]([CH3:17])[CH:15]=3)[CH:10]=[N:9]2)=[CH:4][CH:3]=1. (5) Given the reactants [NH2:1][CH:2]1[CH2:7][CH2:6][CH:5]([C:8]([O:10]CC)=O)[CH2:4][CH2:3]1.C1(C)C=CC=CC=1, predict the reaction product. The product is: [CH:2]12[CH2:7][CH2:6][CH:5]([CH2:4][CH2:3]1)[C:8](=[O:10])[NH:1]2. (6) Given the reactants [O:1]1[C@@H:3]([C:4]([O:6]CC)=[O:5])[C@@H:2]1[C:9]([O:11][CH2:12][CH3:13])=[O:10].[OH-].[K+], predict the reaction product. The product is: [CH2:12]([O:11][C:9]([C@@H:2]1[O:1][C@H:3]1[C:4]([OH:6])=[O:5])=[O:10])[CH3:13].